Dataset: Full USPTO retrosynthesis dataset with 1.9M reactions from patents (1976-2016). Task: Predict the reactants needed to synthesize the given product. (1) Given the product [Cl:39][C:16]1[C:5]2[C:4]3[C:8](=[C:9]([NH:11][CH3:12])[CH:10]=[C:2]([F:1])[CH:3]=3)[NH:7][C:6]=2[N:13]=[C:14]([O:18][C:19]2[CH:20]=[N:21][C:22]([CH3:25])=[N:23][CH:24]=2)[N:15]=1, predict the reactants needed to synthesize it. The reactants are: [F:1][C:2]1[CH:3]=[C:4]2[C:8](=[C:9]([NH:11][CH3:12])[CH:10]=1)[NH:7][C:6]1[N:13]=[C:14]([O:18][C:19]3[CH:20]=[N:21][C:22]([CH3:25])=[N:23][CH:24]=3)[N:15]=[C:16](O)[C:5]2=1.C(NC(C)CC(C)C)C.[OH-].[Na+].O=P(Cl)(Cl)[Cl:39]. (2) Given the product [CH3:1][N:2]([CH2:3][C:4]1[C:12]2[C:7](=[C:8]([CH3:13])[CH:9]=[CH:10][CH:11]=2)[N:6]([CH3:14])[C:5]=1[CH3:15])[C:24](=[O:23])[CH:21]=[CH2:22], predict the reactants needed to synthesize it. The reactants are: [CH3:1][NH:2][CH2:3][C:4]1[C:12]2[C:7](=[C:8]([CH3:13])[CH:9]=[CH:10][CH:11]=2)[N:6]([CH3:14])[C:5]=1[CH3:15].CCN([CH2:21][CH3:22])CC.[OH2:23].[CH2:24](Cl)Cl. (3) The reactants are: C(N(CC)CC)C.[CH3:8][C:9]1[CH:10]=[C:11]2[N:16]([CH:17]=1)[CH:15]=[CH:14][CH:13]=[CH:12]2.[N+:18]([C:21]1[CH:29]=[CH:28][C:24]([C:25](Cl)=[O:26])=[CH:23][CH:22]=1)([O-:20])=[O:19].C(=O)([O-])O.[Na+]. Given the product [CH3:8][C:9]1[CH:10]=[C:11]2[N:16]([C:17]=1[C:25]([C:24]1[CH:23]=[CH:22][C:21]([N+:18]([O-:20])=[O:19])=[CH:29][CH:28]=1)=[O:26])[CH:15]=[CH:14][CH:13]=[CH:12]2, predict the reactants needed to synthesize it. (4) Given the product [Cl:28][C:16]1[C:17]([C:19]2[C:27]3[C:22](=[CH:23][CH:24]=[CH:25][CH:26]=3)[NH:21][CH:20]=2)=[N:18][C:13]([NH:12][C:8]2[CH:7]=[C:6]([NH:5][C:3](=[O:4])[CH2:2][NH:1][C:29](=[O:30])/[CH:31]=[CH:36]/[CH2:37][N:38]([CH3:42])[CH3:39])[CH:11]=[CH:10][CH:9]=2)=[N:14][CH:15]=1, predict the reactants needed to synthesize it. The reactants are: [NH2:1][CH2:2][C:3]([NH:5][C:6]1[CH:11]=[CH:10][CH:9]=[C:8]([NH:12][C:13]2[N:18]=[C:17]([C:19]3[C:27]4[C:22](=[CH:23][CH:24]=[CH:25][CH:26]=4)[NH:21][CH:20]=3)[C:16]([Cl:28])=[CH:15][N:14]=2)[CH:7]=1)=[O:4].[C:29](O)([C:31](F)(F)F)=[O:30].[CH3:36][CH2:37][N:38]([CH:42](C)C)[CH:39](C)C.BrC/C=C/C(Cl)=O.CNC. (5) Given the product [F:17][C:15]1[CH:16]=[C:11]([CH2:10][C@@H:9]([C:19]2[C:24]([C:25]3[CH:26]=[CH:27][C:28]([F:34])=[C:29]([CH:33]=3)[C:30]([NH2:32])=[O:31])=[CH:23][CH:22]=[CH:21][N:20]=2)[NH:8][C:51](=[O:52])[CH2:50][N:39]2[C:40]3[CH2:41][CH2:42][C:43]4([O:46][CH2:47][CH2:48][O:49]4)[CH2:44][C:45]=3[C:37]([C:36]([F:55])([F:54])[F:35])=[N:38]2)[CH:12]=[C:13]([F:18])[CH:14]=1, predict the reactants needed to synthesize it. The reactants are: FC(F)(F)C(O)=O.[NH2:8][C@H:9]([C:19]1[C:24]([C:25]2[CH:26]=[CH:27][C:28]([F:34])=[C:29]([CH:33]=2)[C:30]([NH2:32])=[O:31])=[CH:23][CH:22]=[CH:21][N:20]=1)[CH2:10][C:11]1[CH:16]=[C:15]([F:17])[CH:14]=[C:13]([F:18])[CH:12]=1.[F:35][C:36]([F:55])([F:54])[C:37]1[C:45]2[CH2:44][C:43]3([O:49][CH2:48][CH2:47][O:46]3)[CH2:42][CH2:41][C:40]=2[N:39]([CH2:50][C:51](O)=[O:52])[N:38]=1. (6) The reactants are: [OH:1][C:2]([C:22]1[S:23][CH:24]=[CH:25][CH:26]=1)([C:17]1[S:18][CH:19]=[CH:20][CH:21]=1)[C:3]([O:5][C@H:6]1[CH2:11][CH2:10][C@H:9]([N:12]([CH2:14][CH2:15][NH2:16])[CH3:13])[CH2:8][CH2:7]1)=[O:4].[O:27]=[C:28]([CH3:41])[CH2:29][C:30]1[CH:40]=[CH:39][C:33]([O:34][CH2:35][C:36](O)=[O:37])=[CH:32][CH:31]=1.CCN(C(C)C)C(C)C.CN(C(ON1N=NC2C=CC=NC1=2)=[N+](C)C)C.F[P-](F)(F)(F)(F)F. Given the product [OH:1][C:2]([C:17]1[S:18][CH:19]=[CH:20][CH:21]=1)([C:22]1[S:23][CH:24]=[CH:25][CH:26]=1)[C:3]([O:5][C@H:6]1[CH2:7][CH2:8][C@H:9]([N:12]([CH3:13])[CH2:14][CH2:15][NH:16][C:36](=[O:37])[CH2:35][O:34][C:33]2[CH:39]=[CH:40][C:30]([CH2:29][C:28](=[O:27])[CH3:41])=[CH:31][CH:32]=2)[CH2:10][CH2:11]1)=[O:4], predict the reactants needed to synthesize it.